From a dataset of Catalyst prediction with 721,799 reactions and 888 catalyst types from USPTO. Predict which catalyst facilitates the given reaction. (1) Reactant: [CH2:1]([C@@H:8]([NH:12]C(=O)OC(C)(C)C)[CH:9]([OH:11])[CH3:10])[C:2]1[CH:7]=[CH:6][CH:5]=[CH:4][CH:3]=1.C(=O)([O-])[O-].[K+].[K+]. Product: [NH2:12][C@H:8]([CH2:1][C:2]1[CH:7]=[CH:6][CH:5]=[CH:4][CH:3]=1)[CH:9]([OH:11])[CH3:10]. The catalyst class is: 38. (2) Reactant: [CH3:1][C:2]1[CH:7]=[CH:6][C:5]([CH2:8][CH2:9][N+:10]([O-:12])=[O:11])=[CH:4][CH:3]=1.C[O:14][CH:15](OC)[CH2:16][CH2:17][CH2:18][CH:19]=O. Product: [N+:10](/[C:9](/[CH2:8][C:5]1[CH:4]=[CH:3][C:2]([CH3:1])=[CH:7][CH:6]=1)=[CH:19]/[CH2:18][CH2:17][CH2:16][CH:15]=[O:14])([O-:12])=[O:11]. The catalyst class is: 521. (3) Reactant: [NH2:1][C:2]1[CH:3]=[C:4]([CH:9]2[C:18]([CH3:20])([CH3:19])[CH2:17][C:16]3[C:11](=[CH:12][CH:13]=[C:14]([C:21]([OH:23])=[O:22])[CH:15]=3)[NH:10]2)[CH:5]=[CH:6][C:7]=1[F:8].[F:24][C:25]1[CH:26]=[C:27]([S:31](Cl)(=[O:33])=[O:32])[CH:28]=[CH:29][CH:30]=1. Product: [F:8][C:7]1[CH:6]=[CH:5][C:4]([CH:9]2[C:18]([CH3:19])([CH3:20])[CH2:17][C:16]3[C:11](=[CH:12][CH:13]=[C:14]([C:21]([OH:23])=[O:22])[CH:15]=3)[NH:10]2)=[CH:3][C:2]=1[NH:1][S:31]([C:27]1[CH:28]=[CH:29][CH:30]=[C:25]([F:24])[CH:26]=1)(=[O:33])=[O:32]. The catalyst class is: 17. (4) Reactant: C([NH:8][CH2:9][C:10]([O:13][CH:14]([CH3:16])[CH3:15])([CH3:12])[CH3:11])C1C=CC=CC=1. Product: [CH:14]([O:13][C:10]([CH3:12])([CH3:11])[CH2:9][NH2:8])([CH3:16])[CH3:15]. The catalyst class is: 293. (5) Reactant: C(OC([NH:8][C@H:9]([CH3:31])[C@H:10]([NH:15][C:16](=[O:30])[C:17]1[CH:22]=[CH:21][C:20]([C:23]#[C:24][C:25]#[C:26][C@@H:27]([OH:29])[CH3:28])=[CH:19][CH:18]=1)[C:11]([O:13][CH3:14])=[O:12])=O)(C)(C)C.C(O)(C(F)(F)F)=O. Product: [NH2:8][C@H:9]([CH3:31])[C@H:10]([NH:15][C:16](=[O:30])[C:17]1[CH:18]=[CH:19][C:20]([C:23]#[C:24][C:25]#[C:26][C@@H:27]([OH:29])[CH3:28])=[CH:21][CH:22]=1)[C:11]([O:13][CH3:14])=[O:12]. The catalyst class is: 2. (6) Reactant: [CH2:1]([C:3]1[N:4]=[C:5]([NH2:8])[S:6][CH:7]=1)[CH3:2].C(O)(=O)C.[I:13]Cl. Product: [CH2:1]([C:3]1[N:4]=[C:5]([NH2:8])[S:6][C:7]=1[I:13])[CH3:2]. The catalyst class is: 2. (7) Reactant: [NH2:1][C:2]1[CH:3]=[C:4]([N:8]2[C:13](=[O:14])[N:12]([CH2:15][C:16]3[CH:21]=[CH:20][C:19]([Cl:22])=[CH:18][CH:17]=3)[C:11](=[O:23])[C:10]([O:24][CH3:25])=[N:9]2)[CH:5]=[CH:6][CH:7]=1.CCN(CC)CC.Br[CH2:34][CH2:35][CH2:36][C:37](Cl)=[O:38]. Product: [Cl:22][C:19]1[CH:20]=[CH:21][C:16]([CH2:15][N:12]2[C:11](=[O:23])[C:10]([O:24][CH3:25])=[N:9][N:8]([C:4]3[CH:5]=[CH:6][CH:7]=[C:2]([N:1]4[CH2:34][CH2:35][CH2:36][C:37]4=[O:38])[CH:3]=3)[C:13]2=[O:14])=[CH:17][CH:18]=1. The catalyst class is: 3. (8) Reactant: [CH3:1][O:2][C:3]1[CH:4]=[C:5]2[C:9](=[CH:10][CH:11]=1)[NH:8][CH2:7][CH2:6]2.[C:12](O[C:12]([O:14][C:15]([CH3:18])([CH3:17])[CH3:16])=[O:13])([O:14][C:15]([CH3:18])([CH3:17])[CH3:16])=[O:13]. Product: [C:15]([O:14][C:12]([N:8]1[C:9]2[C:5](=[CH:4][C:3]([O:2][CH3:1])=[CH:11][CH:10]=2)[CH2:6][CH2:7]1)=[O:13])([CH3:18])([CH3:17])[CH3:16]. The catalyst class is: 1. (9) Reactant: [Br:1][C:2]1[S:3][C:4]([CH2:8][OH:9])=[C:5]([CH3:7])[N:6]=1. Product: [Br:1][C:2]1[S:3][C:4]([CH:8]=[O:9])=[C:5]([CH3:7])[N:6]=1. The catalyst class is: 703.